Dataset: Full USPTO retrosynthesis dataset with 1.9M reactions from patents (1976-2016). Task: Predict the reactants needed to synthesize the given product. (1) Given the product [C:77]([CH2:76][CH2:75][CH2:74][CH2:73][CH2:72][O:71][C:70]1[C:58]2[CH2:57][C:56](=[CH:55][CH2:54][CH2:53][N:50]3[CH2:49][CH2:48][C:47]([C:44]4[CH:43]=[CH:42][C:41]([Cl:40])=[CH:46][CH:45]=4)([OH:82])[CH2:52][CH2:51]3)[C:66]3[C:61]([O:60][C:59]=2[CH:67]=[CH:68][CH:69]=1)=[N:62][CH:63]=[CH:64][CH:65]=3)([OH:79])=[O:78], predict the reactants needed to synthesize it. The reactants are: ClC1C=CC(C2(O)CCN(CCC=C3C4C(=NC=CC=4)OC4C=CC=C(OCC(OCC)=O)C=4C3)CC2)=CC=1.[Cl:40][C:41]1[CH:46]=[CH:45][C:44]([C:47]2([OH:82])[CH2:52][CH2:51][N:50]([CH2:53][CH2:54][CH:55]=[C:56]3[C:66]4[C:61](=[N:62][CH:63]=[CH:64][CH:65]=4)[O:60][C:59]4[CH:67]=[CH:68][CH:69]=[C:70]([O:71][CH2:72][CH2:73][CH2:74][CH2:75][CH2:76][C:77]([O:79]CC)=[O:78])[C:58]=4[CH2:57]3)[CH2:49][CH2:48]2)=[CH:43][CH:42]=1. (2) Given the product [Br:9][C:10]1[CH:11]=[C:12]([CH:13]2[C:21]([C:22]#[N:23])=[C:20]([CH3:24])[NH:19][C:4]3[CH2:5][CH2:6][O:1][C:2](=[O:8])[C:3]2=3)[CH:15]=[CH:16][C:17]=1[F:18], predict the reactants needed to synthesize it. The reactants are: [O:1]1[CH2:6][CH2:5][C:4](=O)[CH2:3][C:2]1=[O:8].[Br:9][C:10]1[CH:11]=[C:12]([CH:15]=[CH:16][C:17]=1[F:18])[CH:13]=O.[NH2:19]/[C:20](/[CH3:24])=[CH:21]\[C:22]#[N:23]. (3) Given the product [F:1][C:2]1[CH:3]=[CH:4][C:5]([CH:8]([C:32]2[CH:33]=[CH:34][C:35]([F:38])=[CH:36][CH:37]=2)[O:9][C:10]2[CH:19]=[CH:18][C:17]([NH:20][C:21]([NH:23][C:24]3[CH:29]=[CH:28][C:27]([S:30]([CH3:31])=[O:47])=[CH:26][CH:25]=3)=[O:22])=[CH:16][C:11]=2[C:12]([O:14][CH3:15])=[O:13])=[CH:6][CH:7]=1, predict the reactants needed to synthesize it. The reactants are: [F:1][C:2]1[CH:7]=[CH:6][C:5]([CH:8]([C:32]2[CH:37]=[CH:36][C:35]([F:38])=[CH:34][CH:33]=2)[O:9][C:10]2[CH:19]=[CH:18][C:17]([NH:20][C:21]([NH:23][C:24]3[CH:29]=[CH:28][C:27]([S:30][CH3:31])=[CH:26][CH:25]=3)=[O:22])=[CH:16][C:11]=2[C:12]([O:14][CH3:15])=[O:13])=[CH:4][CH:3]=1.ClC1C=CC=C(C(O[O-])=[O:47])C=1.